Dataset: Catalyst prediction with 721,799 reactions and 888 catalyst types from USPTO. Task: Predict which catalyst facilitates the given reaction. Reactant: [Br:1][C:2]1[CH:7]=[C:6]([NH:8][C:9]([CH3:13])([CH3:12])[CH2:10][OH:11])[C:5]([N+:14]([O-:16])=[O:15])=[CH:4][N:3]=1.C(N(CC)CC)C.[C:24](Cl)(=[O:26])[CH3:25]. Product: [Br:1][C:2]1[CH:7]=[C:6]([NH:8][C:9]([CH3:12])([CH3:13])[CH2:10][O:11][C:24](=[O:26])[CH3:25])[C:5]([N+:14]([O-:16])=[O:15])=[CH:4][N:3]=1. The catalyst class is: 30.